From a dataset of Forward reaction prediction with 1.9M reactions from USPTO patents (1976-2016). Predict the product of the given reaction. (1) Given the reactants [CH3:1][N:2]1[CH2:7][CH2:6][N:5]([C:8]([C:10]2[CH:15]=[CH:14][C:13](B3OC(C)(C)C(C)(C)O3)=[CH:12][CH:11]=2)=[O:9])[CH2:4][CH2:3]1.C([O-])([O-])=O.[Na+].[Na+].Br[C:32]1[CH:33]=[C:34]([C:38]2[CH:43]=[C:42]([NH:44][CH3:45])[N:41]=[C:40]([C:46]3[CH:51]=[CH:50][CH:49]=[CH:48][N:47]=3)[CH:39]=2)[CH:35]=[N:36][CH:37]=1, predict the reaction product. The product is: [CH3:45][NH:44][C:42]1[N:41]=[C:40]([C:46]2[CH:51]=[CH:50][CH:49]=[CH:48][N:47]=2)[CH:39]=[C:38]([C:34]2[CH:35]=[N:36][CH:37]=[C:32]([C:13]3[CH:12]=[CH:11][C:10]([C:8]([N:5]4[CH2:4][CH2:3][N:2]([CH3:1])[CH2:7][CH2:6]4)=[O:9])=[CH:15][CH:14]=3)[CH:33]=2)[CH:43]=1. (2) Given the reactants [H-].[H-].[H-].[H-].[Li+].[Al+3].C([O:9][C:10]([C:12]1([CH3:29])[CH2:17][CH2:16][CH2:15][N:14]([CH2:18][CH:19]2[O:24][C:23]3[CH:25]=[CH:26][CH:27]=[CH:28][C:22]=3[O:21][CH2:20]2)[CH2:13]1)=O)C.O, predict the reaction product. The product is: [O:24]1[C:23]2[CH:25]=[CH:26][CH:27]=[CH:28][C:22]=2[O:21][CH2:20][CH:19]1[CH2:18][N:14]1[CH2:15][CH2:16][CH2:17][C:12]([CH2:10][OH:9])([CH3:29])[CH2:13]1. (3) Given the reactants Br[C:2]1[CH:7]=[CH:6][CH:5]=[C:4]([Br:8])[N:3]=1.[C:9]([O:13][C:14](=[O:23])[NH:15][CH:16]1C[CH2:21][CH2:20][NH:19][CH2:18][CH2:17]1)([CH3:12])([CH3:11])[CH3:10], predict the reaction product. The product is: [C:9]([O:13][C:14]([N:15]1[CH2:16][CH2:17][CH2:18][N:19]([C:2]2[CH:7]=[CH:6][CH:5]=[C:4]([Br:8])[N:3]=2)[CH2:20][CH2:21]1)=[O:23])([CH3:10])([CH3:11])[CH3:12]. (4) Given the reactants [F:1][C:2]1[CH:7]=[CH:6][C:5]([N:8]2[CH2:17][CH2:16][C:15]3[C:10](=[CH:11][CH:12]=[C:13]([O:18][CH2:19][C:20]4[CH:25]=[CH:24][CH:23]=[CH:22][CH:21]=4)[CH:14]=3)[CH:9]2[CH2:26][C:27]2[CH:32]=[CH:31][C:30]([OH:33])=[CH:29][CH:28]=2)=[CH:4][CH:3]=1.C(=O)([O-])[O-].[K+].[K+].Cl[CH2:41][CH2:42][CH:43]1[CH2:48][CH2:47][CH2:46][CH2:45][N:44]1[CH3:49].C(Cl)Cl.CO, predict the reaction product. The product is: [F:1][C:2]1[CH:7]=[CH:6][C:5]([N:8]2[CH2:17][CH2:16][C:15]3[C:10](=[CH:11][CH:12]=[C:13]([O:18][CH2:19][C:20]4[CH:25]=[CH:24][CH:23]=[CH:22][CH:21]=4)[CH:14]=3)[CH:9]2[CH2:26][C:27]2[CH:28]=[CH:29][C:30]([O:33][CH2:41][CH2:42][CH:43]3[CH2:48][CH2:47][CH2:46][CH2:45][N:44]3[CH3:49])=[CH:31][CH:32]=2)=[CH:4][CH:3]=1.